This data is from Reaction yield outcomes from USPTO patents with 853,638 reactions. The task is: Predict the reaction yield, written as a fraction of the theoretical maximum amount of product (1.0 means a 100% yield; for example, 0.34 means a 34% yield). (1) The reactants are [Cl:1][C:2]1[C:7](=[O:8])[CH:6]=[CH:5][NH:4][C:3]=1[N:9]=[C:10]([C:17]1[CH:22]=[CH:21][CH:20]=[CH:19][CH:18]=1)[C:11]1[CH:16]=[CH:15][CH:14]=[CH:13][CH:12]=1.C(=O)([O-])[O-].[Cs+].[Cs+].[F:29][C:30]1[C:31](F)=[C:32]([N+:36]([O-:38])=[O:37])[CH:33]=[CH:34][CH:35]=1. The catalyst is CN(C=O)C. The product is [Cl:1][C:2]1[C:3]([N:9]=[C:10]([C:11]2[CH:16]=[CH:15][CH:14]=[CH:13][CH:12]=2)[C:17]2[CH:22]=[CH:21][CH:20]=[CH:19][CH:18]=2)=[N:4][CH:5]=[CH:6][C:7]=1[O:8][C:35]1[CH:34]=[CH:33][C:32]([N+:36]([O-:38])=[O:37])=[CH:31][C:30]=1[F:29]. The yield is 0.670. (2) The catalyst is CN(C)C=O. The product is [CH3:28][O:29][C:30]1[CH:31]=[C:32]([CH2:36][CH2:37][NH:38][C:16](=[O:18])[CH2:15][C:12]2[CH:11]=[CH:10][C:9]([O:8][CH2:1][C:2]3[CH:3]=[CH:4][CH:5]=[CH:6][CH:7]=3)=[CH:14][CH:13]=2)[CH:33]=[CH:34][CH:35]=1. The reactants are [CH2:1]([O:8][C:9]1[CH:14]=[CH:13][C:12]([CH2:15][C:16]([OH:18])=O)=[CH:11][CH:10]=1)[C:2]1[CH:7]=[CH:6][CH:5]=[CH:4][CH:3]=1.C(N=C=NC(C)C)(C)C.[CH3:28][O:29][C:30]1[CH:31]=[C:32]([CH2:36][CH2:37][NH2:38])[CH:33]=[CH:34][CH:35]=1. The yield is 0.760. (3) The yield is 0.150. The product is [N:18]1([CH2:17][CH2:16][O:15][C:12]2[CH:11]=[CH:10][C:9]([NH:8][C:5]3[N:4]=[C:3]([NH:23][C:25]4[CH:33]=[CH:32][C:31]([CH3:34])=[C:30]5[C:26]=4[CH:27]=[CH:28][NH:29]5)[C:2]([CH3:1])=[CH:7][N:6]=3)=[CH:14][CH:13]=2)[CH2:22][CH2:21][CH2:20][CH2:19]1. The reactants are [CH3:1][C:2]1[C:3]([NH2:23])=[N:4][C:5]([NH:8][C:9]2[CH:14]=[CH:13][C:12]([O:15][CH2:16][CH2:17][N:18]3[CH2:22][CH2:21][CH2:20][CH2:19]3)=[CH:11][CH:10]=2)=[N:6][CH:7]=1.Br[C:25]1[CH:33]=[CH:32][C:31]([CH3:34])=[C:30]2[C:26]=1[CH:27]=[CH:28][NH:29]2.CC1(C)C2C(=C(P(C3C=CC=CC=3)C3C=CC=CC=3)C=CC=2)OC2C(P(C3C=CC=CC=3)C3C=CC=CC=3)=CC=CC1=2.C(=O)([O-])[O-].[Cs+].[Cs+]. The catalyst is O1CCOCC1.C1C=CC(/C=C/C(/C=C/C2C=CC=CC=2)=O)=CC=1.C1C=CC(/C=C/C(/C=C/C2C=CC=CC=2)=O)=CC=1.C1C=CC(/C=C/C(/C=C/C2C=CC=CC=2)=O)=CC=1.[Pd].[Pd]. (4) The reactants are [Cl:1][C:2]1[C:7]([CH2:8][CH2:9][N:10]2C(=O)C3C(=CC=CC=3)C2=O)=[C:6]([NH:21][C@@H:22]2[C:30]3[C:25](=[CH:26][CH:27]=[CH:28][CH:29]=3)[CH2:24][CH2:23]2)N=[CH:4][N:3]=1.O.NN.[CH2:34](O)C. The yield is 0.500. The product is [NH2:10][CH2:9][CH2:8][C:7]1[C:6]([NH:21][C@@H:22]2[C:30]3[C:25](=[CH:26][CH:27]=[CH:28][CH:29]=3)[CH2:24][CH2:23]2)=[CH:34][CH:4]=[N:3][C:2]=1[Cl:1]. No catalyst specified.